From a dataset of Catalyst prediction with 721,799 reactions and 888 catalyst types from USPTO. Predict which catalyst facilitates the given reaction. Reactant: [CH3:1][O:2][C:3]1[C:4]([CH3:32])=[C:5]([C:23]([O:30][CH3:31])=[C:24]([O:28][CH3:29])[C:25]=1[O:26][CH3:27])[CH2:6][C:7]1[CH:14]=[CH:13][C:10]([CH:11]=[O:12])=[C:9]([O:15][CH2:16][C:17]2[CH:22]=[CH:21][CH:20]=[CH:19][CH:18]=2)[CH:8]=1.P([O-])(O)(O)=[O:34].[Na+].Cl[O-].[Na+].OO. Product: [CH3:1][O:2][C:3]1[C:4]([CH3:32])=[C:5]([C:23]([O:30][CH3:31])=[C:24]([O:28][CH3:29])[C:25]=1[O:26][CH3:27])[CH2:6][C:7]1[CH:14]=[CH:13][C:10]([C:11]([OH:34])=[O:12])=[C:9]([O:15][CH2:16][C:17]2[CH:22]=[CH:21][CH:20]=[CH:19][CH:18]=2)[CH:8]=1. The catalyst class is: 47.